Dataset: Reaction yield outcomes from USPTO patents with 853,638 reactions. Task: Predict the reaction yield, written as a fraction of the theoretical maximum amount of product (1.0 means a 100% yield; for example, 0.34 means a 34% yield). The reactants are [S:1]1[C:5]2[CH:6]=[CH:7][CH:8]=[CH:9][C:4]=2[N:3]=[C:2]1[NH:10][C@H:11]1[CH2:14][C@H:13]([NH:15][C:16]2[C:21]([NH2:22])=[CH:20][CH:19]=[CH:18][N:17]=2)[CH2:12]1.[CH:23]([O-])([O-])OCC. The catalyst is C(O)(=O)C. The product is [N:22]1[C:21]2[C:16](=[N:17][CH:18]=[CH:19][CH:20]=2)[N:15]([C@H:13]2[CH2:12][C@H:11]([NH:10][C:2]3[S:1][C:5]4[CH:6]=[CH:7][CH:8]=[CH:9][C:4]=4[N:3]=3)[CH2:14]2)[CH:23]=1. The yield is 0.591.